Task: Predict the reaction yield, written as a fraction of the theoretical maximum amount of product (1.0 means a 100% yield; for example, 0.34 means a 34% yield).. Dataset: Reaction yield outcomes from USPTO patents with 853,638 reactions (1) The reactants are C(O[CH:4](OCC)[CH2:5][N:6]([CH3:8])[CH3:7])C.Cl.[OH-].[K+].[C:15]([C:17]1[CH:18]=[C:19]([NH:24][C:25]2[C:26]3[CH:34]=[C:33]([NH:35][C:36](=[O:46])[CH2:37]P(=O)(OCC)OCC)[N:32]=[CH:31][C:27]=3[N:28]=[CH:29][N:30]=2)[CH:20]=[CH:21][C:22]=1[F:23])#[CH:16].[Li+].[Cl-]. The catalyst is O.C(Cl)Cl.CO.CC(N(C)C)=O.C1COCC1. The product is [CH3:8][N:6]([CH3:7])[CH2:5]/[CH:4]=[CH:37]/[C:36]([NH:35][C:33]1[N:32]=[CH:31][C:27]2[N:28]=[CH:29][N:30]=[C:25]([NH:24][C:19]3[CH:20]=[CH:21][C:22]([F:23])=[C:17]([C:15]#[CH:16])[CH:18]=3)[C:26]=2[CH:34]=1)=[O:46]. The yield is 0.920. (2) The reactants are [CH2:1]1[C:6]2([CH2:11][CH2:10][CH2:9][CH2:8][CH2:7]2)[CH2:5][CH2:4][CH:3]([OH:12])[CH2:2]1.O[C:14]1[C:15]([C:31]([F:34])([F:33])[F:32])=[C:16]2[C:21](=[CH:22][CH:23]=1)[CH:20]=[C:19]([C@:24]1([CH3:30])[CH2:28][O:27][C:26](=[O:29])[NH:25]1)[CH:18]=[CH:17]2.C1(P(C2C=CC=CC=2)C2C=CC=CC=2)C=CC=CC=1.O1CCCC1.N(C(OC(C)C)=O)=NC(OC(C)C)=O. The catalyst is C(Cl)Cl. The product is [CH3:30][C@@:24]1([C:19]2[CH:18]=[CH:17][C:16]3[C:21](=[CH:22][CH:23]=[C:14]([O:12][CH:3]4[CH2:2][CH2:1][C:6]5([CH2:7][CH2:8][CH2:9][CH2:10][CH2:11]5)[CH2:5][CH2:4]4)[C:15]=3[C:31]([F:34])([F:32])[F:33])[CH:20]=2)[CH2:28][O:27][C:26](=[O:29])[NH:25]1. The yield is 0.700. (3) The reactants are [C:1]([O:5][C:6](=[O:34])[CH:7]([NH:21][C:22]1[C:27]([NH2:28])=[CH:26][N:25]=[C:24]([N:29]([CH2:32][CH3:33])[CH2:30][CH3:31])[N:23]=1)[CH2:8][C:9]1[CH:14]=[CH:13][C:12]([O:15][C:16](=[O:20])[N:17]([CH3:19])[CH3:18])=[CH:11][CH:10]=1)([CH3:4])([CH3:3])[CH3:2].[F:35][C:36]1[CH:41]=[CH:40][C:39]([S:42](Cl)(=[O:44])=[O:43])=[CH:38][CH:37]=1.CN(C)CCCN. The catalyst is N1C=CC=CC=1. The product is [C:1]([O:5][C:6](=[O:34])[CH:7]([NH:21][C:22]1[C:27]([NH:28][S:42]([C:39]2[CH:40]=[CH:41][C:36]([F:35])=[CH:37][CH:38]=2)(=[O:44])=[O:43])=[CH:26][N:25]=[C:24]([N:29]([CH2:30][CH3:31])[CH2:32][CH3:33])[N:23]=1)[CH2:8][C:9]1[CH:14]=[CH:13][C:12]([O:15][C:16](=[O:20])[N:17]([CH3:18])[CH3:19])=[CH:11][CH:10]=1)([CH3:3])([CH3:4])[CH3:2]. The yield is 0.770. (4) The reactants are [Br:1][C:2]1[CH:3]=[C:4]([C:8]([OH:10])=O)[N:5]([CH3:7])[CH:6]=1.[NH2:11][CH:12]([CH2:22][C:23]1[CH:28]=[CH:27][CH:26]=[CH:25][CH:24]=1)[CH2:13][NH:14][C:15](=[O:21])[O:16][C:17]([CH3:20])([CH3:19])[CH3:18].C1CN([P+](Br)(N2CCCC2)N2CCCC2)CC1.F[P-](F)(F)(F)(F)F.CCN(C(C)C)C(C)C. The catalyst is C(Cl)(Cl)Cl. The product is [Br:1][C:2]1[CH:3]=[C:4]([C:8]([NH:11][CH:12]([CH2:22][C:23]2[CH:24]=[CH:25][CH:26]=[CH:27][CH:28]=2)[CH2:13][NH:14][C:15](=[O:21])[O:16][C:17]([CH3:20])([CH3:18])[CH3:19])=[O:10])[N:5]([CH3:7])[CH:6]=1. The yield is 0.260. (5) The reactants are [Br:1][C:2]1[CH:7]=[CH:6][C:5](I)=[CH:4][N:3]=1.C([Li])CCC.[CH3:14][C:15]([CH3:17])=[O:16]. The catalyst is C1COCC1.CCOCC. The product is [Br:1][C:2]1[N:3]=[CH:4][C:5]([C:15]([OH:16])([CH3:17])[CH3:14])=[CH:6][CH:7]=1. The yield is 0.640. (6) The reactants are [CH3:1][C:2]1([CH3:10])[O:7][CH2:6][CH:5]([CH2:8][OH:9])[CH2:4][O:3]1.CCN(CC)CC.[S:18](Cl)([C:21]1[CH:27]=[CH:26][C:24]([CH3:25])=[CH:23][CH:22]=1)(=[O:20])=[O:19]. The catalyst is C(Cl)Cl. The product is [CH3:25][C:24]1[CH:26]=[CH:27][C:21]([S:18]([O:9][CH2:8][CH:5]2[CH2:6][O:7][C:2]([CH3:10])([CH3:1])[O:3][CH2:4]2)(=[O:20])=[O:19])=[CH:22][CH:23]=1. The yield is 0.970. (7) The catalyst is C(Cl)Cl. The product is [C:1]1([C:7]2[S:8][CH:9]=[C:10]([CH:12]3[CH2:17][CH2:16][NH:15][CH2:14][CH2:13]3)[N:11]=2)[CH:2]=[CH:3][CH:4]=[CH:5][CH:6]=1. The yield is 0.960. The reactants are [C:1]1([C:7]2[S:8][CH:9]=[C:10]([CH:12]3[CH2:17][CH2:16][N:15](C(OCC4C5C=CC=CC=5C5C4=CC=CC=5)=O)[CH2:14][CH2:13]3)[N:11]=2)[CH:6]=[CH:5][CH:4]=[CH:3][CH:2]=1.CO.N1CCCCC1.